Dataset: Catalyst prediction with 721,799 reactions and 888 catalyst types from USPTO. Task: Predict which catalyst facilitates the given reaction. (1) Reactant: [H-].[Al+3].[Li+].[H-].[H-].[H-].[CH3:7][O:8][C:9]1[C:18]2[C:13](=[CH:14][CH:15]=[CH:16][CH:17]=2)[C:12]([O:19][CH3:20])=[CH:11][C:10]=1[C:21](OC)=[O:22]. Product: [CH3:7][O:8][C:9]1[C:18]2[C:13](=[CH:14][CH:15]=[CH:16][CH:17]=2)[C:12]([O:19][CH3:20])=[CH:11][C:10]=1[CH2:21][OH:22]. The catalyst class is: 1. (2) Reactant: Cl[C:2]1[CH:7]=[CH:6][N:5]=[CH:4][C:3]=1[N+:8]([O-:10])=[O:9].[Si:11]([O:18][C@@H:19]1[CH2:24][CH2:23][NH:22][CH2:21][C@H:20]1[NH:25][C:26](=[O:32])[O:27][C:28]([CH3:31])([CH3:30])[CH3:29])([C:14]([CH3:17])([CH3:16])[CH3:15])([CH3:13])[CH3:12].C(N(CC)CC)C. Product: [Si:11]([O:18][C@@H:19]1[CH2:24][CH2:23][N:22]([C:2]2[CH:7]=[CH:6][N:5]=[CH:4][C:3]=2[N+:8]([O-:10])=[O:9])[CH2:21][C@H:20]1[NH:25][C:26](=[O:32])[O:27][C:28]([CH3:31])([CH3:30])[CH3:29])([C:14]([CH3:17])([CH3:16])[CH3:15])([CH3:13])[CH3:12]. The catalyst class is: 3. (3) Reactant: C([O:3][C:4](=[O:38])[CH2:5][C:6]1[CH:11]=[CH:10][C:9]([NH:12][CH2:13][C:14]2[CH:19]=[CH:18][C:17]([S:20][C:21]3[N:25]([CH3:26])[C:24]([CH2:27][CH2:28][CH2:29][CH2:30][CH2:31][CH2:32][CH3:33])=[N:23][N:22]=3)=[CH:16][C:15]=2[O:34][CH2:35][CH2:36][CH3:37])=[CH:8][CH:7]=1)C.C(=O)([O-])[O-].[K+].[K+].Cl. The catalyst class is: 5. Product: [CH2:27]([C:24]1[N:25]([CH3:26])[C:21]([S:20][C:17]2[CH:18]=[CH:19][C:14]([CH2:13][NH:12][C:9]3[CH:8]=[CH:7][C:6]([CH2:5][C:4]([OH:38])=[O:3])=[CH:11][CH:10]=3)=[C:15]([O:34][CH2:35][CH2:36][CH3:37])[CH:16]=2)=[N:22][N:23]=1)[CH2:28][CH2:29][CH2:30][CH2:31][CH2:32][CH3:33]. (4) Reactant: Cl.[NH2:2][CH2:3][CH2:4][NH:5][C:6](=[O:19])[C:7]1[CH:12]=[CH:11][C:10]([O:13][CH2:14][C:15]([F:18])([F:17])[F:16])=[N:9][CH:8]=1.[CH3:20][N:21]1[C:29]2[C:24](=[CH:25][CH:26]=[CH:27][CH:28]=2)[C:23]([C:30](O)=[O:31])=[CH:22]1.CCN=C=NCCCN(C)C.Cl.C1C=CC2N(O)N=NC=2C=1.O.C(N(CC)CC)C. Product: [CH3:20][N:21]1[C:29]2[C:24](=[CH:25][CH:26]=[CH:27][CH:28]=2)[C:23]([C:30]([NH:2][CH2:3][CH2:4][NH:5][C:6](=[O:19])[C:7]2[CH:12]=[CH:11][C:10]([O:13][CH2:14][C:15]([F:16])([F:17])[F:18])=[N:9][CH:8]=2)=[O:31])=[CH:22]1. The catalyst class is: 59. (5) Reactant: CS[C:3]1[N:8]=[C:7]([NH:9][CH2:10][C:11]2[S:12][C:13]([CH3:16])=[CH:14][CH:15]=2)[N:6]2[N:17]=[CH:18][C:19]([CH2:20][CH2:21][CH3:22])=[C:5]2[N:4]=1.[C:23]([O-])(O)=O.[Na+].O[O:29][S:30]([O-:32])=O.[K+].O. Product: [CH3:23][S:30]([C:3]1[N:8]=[C:7]([NH:9][CH2:10][C:11]2[S:12][C:13]([CH3:16])=[CH:14][CH:15]=2)[N:6]2[N:17]=[CH:18][C:19]([CH2:20][CH2:21][CH3:22])=[C:5]2[N:4]=1)(=[O:32])=[O:29]. The catalyst class is: 21. (6) Reactant: C[O:2][C:3]1[CH:8]=[CH:7][C:6]([C:9]([F:12])([F:11])[F:10])=[CH:5][C:4]=1[NH:13][C:14]([NH:16][C:17]1[CH:22]=[CH:21][CH:20]=[CH:19][C:18]=1[C:23]([F:26])([F:25])[F:24])=[O:15].B(Br)(Br)Br.O. Product: [OH:2][C:3]1[CH:8]=[CH:7][C:6]([C:9]([F:12])([F:11])[F:10])=[CH:5][C:4]=1[NH:13][C:14]([NH:16][C:17]1[CH:22]=[CH:21][CH:20]=[CH:19][C:18]=1[C:23]([F:24])([F:25])[F:26])=[O:15]. The catalyst class is: 4. (7) Reactant: C[N:2](C)/[CH:3]=[CH:4]/[C:5]([C:7]1[CH:8]=[N:9][CH:10]=[CH:11][CH:12]=1)=O.[F:14][C:15]1[CH:16]=[C:17]([N:23]2[CH2:27][C@H:26]([CH2:28][NH:29][C:30](=[O:32])[CH3:31])[O:25][C:24]2=[O:33])[CH:18]=[CH:19][C:20]=1[NH:21]N.C(O)C.Cl. Product: [F:14][C:15]1[CH:16]=[C:17]([N:23]2[CH2:27][C@H:26]([CH2:28][NH:29][C:30](=[O:32])[CH3:31])[O:25][C:24]2=[O:33])[CH:18]=[CH:19][C:20]=1[N:21]1[C:5]([C:7]2[CH:8]=[N:9][CH:10]=[CH:11][CH:12]=2)=[CH:4][CH:3]=[N:2]1. The catalyst class is: 6. (8) Reactant: [Cl:1][C:2]1[N:7]=[CH:6][C:5]([C:8]2[C:13]([C:14]([F:17])([F:16])[F:15])=[CH:12][CH:11]=[CH:10][N:9]=2)=[CH:4][C:3]=1[N+:18]([O-])=O.[Cl-].[Ca+2].[Cl-]. Product: [Cl:1][C:2]1[N:7]=[CH:6][C:5]([C:8]2[C:13]([C:14]([F:15])([F:16])[F:17])=[CH:12][CH:11]=[CH:10][N:9]=2)=[CH:4][C:3]=1[NH2:18]. The catalyst class is: 190. (9) Reactant: [C:1]([O:5][C:6]([N:8]1[CH2:12][C@@H:11]([F:13])[CH2:10][C@@H:9]1[C@@H:14]([OH:26])[C@@H:15]([N+:23]([O-])=O)[CH2:16][C:17]1[CH:22]=[CH:21][CH:20]=[CH:19][CH:18]=1)=[O:7])([CH3:4])([CH3:3])[CH3:2].[BH4-].[Na+]. Product: [C:1]([O:5][C:6]([N:8]1[CH2:12][C@@H:11]([F:13])[CH2:10][C@@H:9]1[C@@H:14]([OH:26])[C@@H:15]([NH2:23])[CH2:16][C:17]1[CH:18]=[CH:19][CH:20]=[CH:21][CH:22]=1)=[O:7])([CH3:4])([CH3:2])[CH3:3]. The catalyst class is: 652.